Dataset: Forward reaction prediction with 1.9M reactions from USPTO patents (1976-2016). Task: Predict the product of the given reaction. (1) The product is: [Cl:31][C:13]1[CH:14]=[C:15]2[C:20](=[CH:21][C:12]=1[CH2:11][C:3]1[CH:8]=[CH:7][C:6]([CH3:9])=[CH:5][N:4]=1)[O:19][CH:18]([C:22]([F:25])([F:24])[F:23])[C:17]([C:26]([O:28][CH2:29][CH3:30])=[O:27])=[CH:16]2. Given the reactants Br[Mg][C:3]1[CH:8]=[CH:7][C:6]([CH3:9])=[CH:5][N:4]=1.Br[CH2:11][C:12]1[CH:21]=[C:20]2[C:15]([CH:16]=[C:17]([C:26]([O:28][CH2:29][CH3:30])=[O:27])[CH:18]([C:22]([F:25])([F:24])[F:23])[O:19]2)=[CH:14][C:13]=1[Cl:31], predict the reaction product. (2) Given the reactants [Cl:1][C:2]1[CH:9]=[C:8]([NH:10][C:11]2[CH:16]=[CH:15][CH:14]=[CH:13][CH:12]=2)[C:5]([CH:6]=O)=[CH:4][N:3]=1.[NH2:17][C:18]1[CH:19]=[C:20]([CH2:25][C:26](OCC)=[O:27])[CH:21]=[CH:22][C:23]=1[F:24], predict the reaction product. The product is: [NH2:17][C:18]1[CH:19]=[C:20]([C:25]2[C:26](=[O:27])[N:10]([C:11]3[CH:16]=[CH:15][CH:14]=[CH:13][CH:12]=3)[C:8]3[C:5]([CH:6]=2)=[CH:4][N:3]=[C:2]([Cl:1])[CH:9]=3)[CH:21]=[CH:22][C:23]=1[F:24].